Dataset: Full USPTO retrosynthesis dataset with 1.9M reactions from patents (1976-2016). Task: Predict the reactants needed to synthesize the given product. (1) Given the product [P:1]([O-:3])([O:20][CH2:21][CH2:22][NH:23][C:24]([C:25]1[CH:30]=[CH:29][CH:28]=[CH:27][CH:26]=1)([C:37]1[CH:38]=[CH:39][CH:40]=[CH:41][CH:42]=1)[C:31]1[CH:32]=[CH:33][CH:34]=[CH:35][CH:36]=1)([O:11][CH2:12][CH2:13][O:14][C:15](=[O:19])[C:16]([CH3:18])=[CH2:17])=[O:2].[Na+:44], predict the reactants needed to synthesize it. The reactants are: [P:1]([O:20][CH2:21][CH2:22][NH:23][C:24]([C:37]1[CH:42]=[CH:41][CH:40]=[CH:39][CH:38]=1)([C:31]1[CH:36]=[CH:35][CH:34]=[CH:33][CH:32]=1)[C:25]1[CH:30]=[CH:29][CH:28]=[CH:27][CH:26]=1)([O:11][CH2:12][CH2:13][O:14][C:15](=[O:19])[C:16]([CH3:18])=[CH2:17])([O:3]CC1C=CC=CC=1)=[O:2].[I-].[Na+:44]. (2) Given the product [CH3:25][C:26]1[C:6]([C:7]2[C:15]3[NH:14][C:13](=[O:16])[NH:12][C:11]=3[CH:10]=[C:9]([C:17]3[C:18]([CH3:23])=[N:19][O:20][C:21]=3[CH3:22])[CH:8]=2)=[C:29]([CH3:30])[NH:28][N:27]=1, predict the reactants needed to synthesize it. The reactants are: CN1[C:6]([C:7]2[C:15]3[NH:14][C:13](=[O:16])[NH:12][C:11]=3[CH:10]=[C:9]([C:17]3[C:18]([CH3:23])=[N:19][O:20][C:21]=3[CH3:22])[CH:8]=2)=C(C)C=N1.[CH3:25][C:26]1[C:30](B2OC(C)(C)C(C)(C)O2)=[C:29](C)[NH:28][N:27]=1.C([O-])([O-])=O.[Cs+].[Cs+].CC1C(C2C=C(C3C(C)=CC=C4C=3C=CC=N4)C3NC(=O)NC=3C=2)=C(C)ON=1. (3) Given the product [CH3:15][C:16]1[CH:17]=[CH:18][C:19]([C:22](=[O:24])[CH2:23][C:2](=[O:4])[C:1]([O:8][CH2:9][CH3:10])=[O:7])=[N:20][CH:21]=1, predict the reactants needed to synthesize it. The reactants are: [C:1]([O:8][CH2:9][CH3:10])(=[O:7])[C:2]([O:4]CC)=O.[O-]CC.[Na+].[CH3:15][C:16]1[CH:17]=[CH:18][C:19]([C:22](=[O:24])[CH3:23])=[N:20][CH:21]=1.O. (4) Given the product [Cl:27][C:28]1[CH:29]=[CH:30][C:31]([C:34]2[CH:39]=[CH:38][C:37]([NH:40][CH2:2][C:3]3[CH:8]=[C:7]([F:9])[C:6]([F:10])=[CH:5][C:4]=3[C:11]3[CH:12]=[CH:13][C:14]([C:17]([NH:19][CH2:20][CH2:21][C:22]([O:24][CH2:25][CH3:26])=[O:23])=[O:18])=[N:15][CH:16]=3)=[CH:36][CH:35]=2)=[CH:32][CH:33]=1, predict the reactants needed to synthesize it. The reactants are: Br[CH2:2][C:3]1[CH:8]=[C:7]([F:9])[C:6]([F:10])=[CH:5][C:4]=1[C:11]1[CH:12]=[CH:13][C:14]([C:17]([NH:19][CH2:20][CH2:21][C:22]([O:24][CH2:25][CH3:26])=[O:23])=[O:18])=[N:15][CH:16]=1.[Cl:27][C:28]1[CH:33]=[CH:32][C:31]([C:34]2[CH:39]=[CH:38][C:37]([NH2:40])=[CH:36][CH:35]=2)=[CH:30][CH:29]=1.C([O-])([O-])=O.[K+].[K+]. (5) Given the product [C:7]([O:10][C:11]1[CH:19]=[CH:18][CH:17]=[CH:16][C:12]=1[C:13]([NH:20][C:21]1[CH:33]=[C:32]([CH2:34][CH2:35][C:36]2[CH:37]=[CH:38][CH:39]=[CH:40][CH:41]=2)[CH:31]=[CH:30][C:22]=1[C:23]([O:25][C:26]([CH3:29])([CH3:28])[CH3:27])=[O:24])=[O:15])(=[O:9])[CH3:8], predict the reactants needed to synthesize it. The reactants are: C(Cl)(=O)C(Cl)=O.[C:7]([O:10][C:11]1[CH:19]=[CH:18][CH:17]=[CH:16][C:12]=1[C:13]([OH:15])=O)(=[O:9])[CH3:8].[NH2:20][C:21]1[CH:33]=[C:32]([CH2:34][CH2:35][C:36]2[CH:41]=[CH:40][CH:39]=[CH:38][CH:37]=2)[CH:31]=[CH:30][C:22]=1[C:23]([O:25][C:26]([CH3:29])([CH3:28])[CH3:27])=[O:24].C(=O)([O-])O.[Na+].